This data is from Full USPTO retrosynthesis dataset with 1.9M reactions from patents (1976-2016). The task is: Predict the reactants needed to synthesize the given product. (1) Given the product [Br:15][C:16]1[CH:17]=[C:18]([CH:22]=[CH:23][CH:24]=1)[C:19]([O:7][C:1]1[CH:6]=[CH:5][CH:4]=[CH:3][CH:2]=1)=[O:20], predict the reactants needed to synthesize it. The reactants are: [C:1]1([OH:7])[CH:6]=[CH:5][CH:4]=[CH:3][CH:2]=1.C(N(CC)CC)C.[Br:15][C:16]1[CH:17]=[C:18]([CH:22]=[CH:23][CH:24]=1)[C:19](Cl)=[O:20]. (2) Given the product [F:26][C:18]1[CH:19]=[C:20]([N+:23]([O-:25])=[O:24])[CH:21]=[CH:22][C:17]=1[O:16][C:13]1[CH:12]=[CH:11][C:10]([NH:9][C:8]([N:41]2[CH2:42][CH2:43][N:38]([CH2:28][C:29]3[CH:37]=[CH:36][C:35]4[O:34][CH2:33][O:32][C:31]=4[CH:30]=3)[CH2:39][CH2:40]2)=[O:27])=[CH:15][CH:14]=1, predict the reactants needed to synthesize it. The reactants are: C1(O[C:8](=[O:27])[NH:9][C:10]2[CH:15]=[CH:14][C:13]([O:16][C:17]3[CH:22]=[CH:21][C:20]([N+:23]([O-:25])=[O:24])=[CH:19][C:18]=3[F:26])=[CH:12][CH:11]=2)C=CC=CC=1.[CH2:28]([N:38]1[CH2:43][CH2:42][NH:41][CH2:40][CH2:39]1)[C:29]1[CH:37]=[CH:36][C:35]2[O:34][CH2:33][O:32][C:31]=2[CH:30]=1.O.